This data is from Catalyst prediction with 721,799 reactions and 888 catalyst types from USPTO. The task is: Predict which catalyst facilitates the given reaction. (1) Reactant: [C:1]([N:8]1[C@@H:13]([C:14](=[O:19])[CH2:15][CH2:16][CH:17]=[CH2:18])[CH2:12][CH2:11][CH2:10][C@@H:9]1[CH3:20])([O:3][C:4]([CH3:7])([CH3:6])[CH3:5])=[O:2]. Product: [C:1]([N:8]1[C@@H:13]([C:14](=[O:19])[CH2:15][CH2:16][CH2:17][CH3:18])[CH2:12][CH2:11][CH2:10][C@@H:9]1[CH3:20])([O:3][C:4]([CH3:7])([CH3:6])[CH3:5])=[O:2]. The catalyst class is: 29. (2) Product: [CH3:1][C:2]1[CH:7]=[C:6]([CH3:8])[NH:5][C:4](=[O:9])[C:3]=1[CH2:10][NH:11][C:12]([C:14]1[C:15]2[CH:35]=[N:34][N:33]([CH:36]([CH3:38])[CH3:37])[C:16]=2[N:17]=[C:18]([C:20]2[CH2:21][CH2:22][N:23]([C:26]([CH:28]3[CH2:32][CH2:31][N:30]([CH3:42])[CH2:29]3)=[O:27])[CH2:24][CH:25]=2)[CH:19]=1)=[O:13]. The catalyst class is: 5. Reactant: [CH3:1][C:2]1[CH:7]=[C:6]([CH3:8])[NH:5][C:4](=[O:9])[C:3]=1[CH2:10][NH:11][C:12]([C:14]1[C:15]2[CH:35]=[N:34][N:33]([CH:36]([CH3:38])[CH3:37])[C:16]=2[N:17]=[C:18]([C:20]2[CH2:21][CH2:22][N:23]([C:26]([CH:28]3[CH2:32][CH2:31][NH:30][CH2:29]3)=[O:27])[CH2:24][CH:25]=2)[CH:19]=1)=[O:13].C=O.[BH3-][C:42]#N.[Na+]. (3) Reactant: [Cl:1][C:2]1[CH:7]=[C:6]([N:8]=[C:9]=[S:10])[CH:5]=[C:4]([C:11]([F:14])([F:13])[F:12])[C:3]=1[C:15]1[CH:20]=[CH:19][C:18]([S:21]([CH2:24][C@@H:25]2[CH2:29][CH2:28][CH2:27][N:26]2[C:30]([O:32][C:33]([CH3:36])([CH3:35])[CH3:34])=[O:31])(=[O:23])=[O:22])=[CH:17][CH:16]=1.[N:37]#[C:38][NH2:39].[Na].[CH3:41]I. Product: [Cl:1][C:2]1[CH:7]=[C:6]([N:8]([NH:37][C:38]#[N:39])[CH2:9][S:10][CH3:41])[CH:5]=[C:4]([C:11]([F:14])([F:12])[F:13])[C:3]=1[C:15]1[CH:20]=[CH:19][C:18]([S:21]([CH2:24][C@@H:25]2[CH2:29][CH2:28][CH2:27][N:26]2[C:30]([O:32][C:33]([CH3:36])([CH3:35])[CH3:34])=[O:31])(=[O:23])=[O:22])=[CH:17][CH:16]=1. The catalyst class is: 5. (4) Reactant: Cl.CN[O:4][CH3:5].C([N:8]([CH2:11][CH3:12])[CH2:9]C)C.C(N=C=NCCCN(C)C)C.[CH2:24]([O:31][C@@H:32]1[C@@H:37]([O:38][CH2:39][C:40]2[CH:45]=[CH:44][CH:43]=[CH:42][CH:41]=2)[C@H:36]([O:46][CH2:47][C:48]2[CH:53]=[CH:52][CH:51]=[CH:50][CH:49]=2)[C@@H:35]([CH2:54][O:55][CH2:56][C:57]2[CH:62]=[CH:61][CH:60]=[CH:59][CH:58]=2)[O:34][C@H:33]1[C:63]1[CH:64]=C([CH:69]=[CH:70][CH:71]=1)C(O)=O)[C:25]1[CH:30]=[CH:29][CH:28]=[CH:27][CH:26]=1.[OH2:72]. Product: [CH2:24]([O:31][C@@H:32]1[C@@H:37]([O:38][CH2:39][C:40]2[CH:45]=[CH:44][CH:43]=[CH:42][CH:41]=2)[C@H:36]([O:46][CH2:47][C:48]2[CH:49]=[CH:50][CH:51]=[CH:52][CH:53]=2)[C@@H:35]([CH2:54][O:55][CH2:56][C:57]2[CH:58]=[CH:59][CH:60]=[CH:61][CH:62]=2)[O:34][C@H:33]1[C:63]1[CH:64]=[C:12]([CH:69]=[CH:70][CH:71]=1)[C:11]([N:8]([CH3:9])[O:4][CH3:5])=[O:72])[C:25]1[CH:30]=[CH:29][CH:28]=[CH:27][CH:26]=1. The catalyst class is: 4. (5) Reactant: [F:1][C:2]1[CH:29]=[C:28]([N+:30]([O-])=O)[CH:27]=[CH:26][C:3]=1[O:4][C:5]1[CH:10]=[CH:9][N:8]=[C:7]2[CH:11]=[C:12]([C:14]3[CH:19]=[CH:18][C:17]([CH2:20][N:21]4[CH2:25][CH2:24][CH2:23][CH2:22]4)=[CH:16][CH:15]=3)[S:13][C:6]=12.[BH4-].[Na+]. The catalyst class is: 92. Product: [F:1][C:2]1[CH:29]=[C:28]([NH2:30])[CH:27]=[CH:26][C:3]=1[O:4][C:5]1[CH:10]=[CH:9][N:8]=[C:7]2[CH:11]=[C:12]([C:14]3[CH:15]=[CH:16][C:17]([CH2:20][N:21]4[CH2:25][CH2:24][CH2:23][CH2:22]4)=[CH:18][CH:19]=3)[S:13][C:6]=12.